This data is from Catalyst prediction with 721,799 reactions and 888 catalyst types from USPTO. The task is: Predict which catalyst facilitates the given reaction. Reactant: F[C:2]1[CH:3]=[N:4][CH:5]=[CH:6][C:7]=1[C:8]1[O:9][C:10]2[CH:16]=[CH:15][C:14]([C:17]([F:20])([F:19])[F:18])=[CH:13][C:11]=2[CH:12]=1.[C:21](=O)([O-])[O-:22].[K+].[K+].CO. Product: [CH3:21][O:22][C:2]1[CH:3]=[N:4][CH:5]=[CH:6][C:7]=1[C:8]1[O:9][C:10]2[CH:16]=[CH:15][C:14]([C:17]([F:20])([F:19])[F:18])=[CH:13][C:11]=2[CH:12]=1. The catalyst class is: 6.